This data is from Full USPTO retrosynthesis dataset with 1.9M reactions from patents (1976-2016). The task is: Predict the reactants needed to synthesize the given product. (1) Given the product [C:1]([C:5]1[CH:9]=[C:8]([NH:10][C:25](=[O:26])[O:27][C:28]2[CH:33]=[CH:32][CH:31]=[CH:30][CH:29]=2)[N:7]([C:11]2[CH:12]=[CH:13][C:14]([CH3:17])=[CH:15][CH:16]=2)[N:6]=1)([CH3:4])([CH3:3])[CH3:2], predict the reactants needed to synthesize it. The reactants are: [C:1]([C:5]1[CH:9]=[C:8]([NH2:10])[N:7]([C:11]2[CH:16]=[CH:15][C:14]([CH3:17])=[CH:13][CH:12]=2)[N:6]=1)([CH3:4])([CH3:3])[CH3:2].C(=O)([O-])[O-].[Na+].[Na+].Cl[C:25]([O:27][C:28]1[CH:33]=[CH:32][CH:31]=[CH:30][CH:29]=1)=[O:26]. (2) Given the product [C:4]1([CH:10]2[C:35]3([CH2:16][CH2:15][NH:14][CH2:17][CH2:18]3)[C:36](=[O:31])[NH:1][CH2:11]2)[CH:3]=[CH:2][CH:20]=[CH:19][CH:5]=1, predict the reactants needed to synthesize it. The reactants are: [NH:1]1[CH2:11][CH2:10][CH:4]([C:5](OCC)=O)[CH2:3][CH2:2]1.C([N:14]([CH2:17][CH3:18])[CH2:15][CH3:16])C.[C:19](OC(=O)OC(C)(C)C)(C)(C)[CH3:20].[O:31]1[CH2:36][CH2:35]OCC1.O. (3) Given the product [NH2:12][C:13]1([CH2:33][OH:34])[CH2:17][C:16]([CH3:32])([C:18]2[CH:23]=[CH:22][C:21]([CH2:24][CH2:25][CH2:26][CH2:27][CH2:28][CH2:29][CH2:30][CH3:31])=[CH:20][CH:19]=2)[O:15][CH2:14]1, predict the reactants needed to synthesize it. The reactants are: [H-].[Al+3].[Li+].[H-].[H-].[H-].C1COCC1.[NH2:12][C:13]1([C:33](O)=[O:34])[CH2:17][C:16]([CH3:32])([C:18]2[CH:23]=[CH:22][C:21]([CH2:24][CH2:25][CH2:26][CH2:27][CH2:28][CH2:29][CH2:30][CH3:31])=[CH:20][CH:19]=2)[O:15][CH2:14]1. (4) Given the product [Cl:3][C:4]1[S:8][C:7]([CH2:9][CH2:10][C:11]([OH:1])=[O:12])=[CH:6][CH:5]=1, predict the reactants needed to synthesize it. The reactants are: [OH-:1].[Na+].[Cl:3][C:4]1[S:8][C:7]([CH2:9][CH2:10][CH:11]=[O:12])=[CH:6][CH:5]=1. (5) The reactants are: Br[CH2:2][C:3](=[O:17])[CH:4]([C:11]1[CH:16]=[CH:15][CH:14]=[CH:13][CH:12]=1)[C:5]1[CH:10]=[CH:9][CH:8]=[CH:7][CH:6]=1.[CH3:18][O:19][C:20]1[CH:27]=[CH:26][CH:25]=[CH:24][C:21]=1[CH2:22][NH2:23].C(N(CC)C(C)C)(C)C. Given the product [CH3:18][O:19][C:20]1[CH:27]=[CH:26][CH:25]=[CH:24][C:21]=1[CH2:22][NH:23][CH2:2][C:3](=[O:17])[CH:4]([C:11]1[CH:16]=[CH:15][CH:14]=[CH:13][CH:12]=1)[C:5]1[CH:10]=[CH:9][CH:8]=[CH:7][CH:6]=1, predict the reactants needed to synthesize it. (6) Given the product [F:31][C:30]([F:33])([F:32])[CH2:29][O:28][C:16]1[C:15]([NH:14][C:12](=[O:13])[CH2:11][N:7]2[CH2:8][CH2:9][N:4]([CH2:3][CH2:2][OH:1])[CH2:5][CH2:6]2)=[C:20]([O:21][CH2:22][C:23]([F:26])([F:25])[F:24])[CH:19]=[C:18]([CH3:27])[N:17]=1, predict the reactants needed to synthesize it. The reactants are: [OH:1][CH2:2][CH2:3][N:4]1[CH2:9][CH2:8][NH:7][CH2:6][CH2:5]1.Br[CH2:11][C:12]([NH:14][C:15]1[C:16]([O:28][CH2:29][C:30]([F:33])([F:32])[F:31])=[N:17][C:18]([CH3:27])=[CH:19][C:20]=1[O:21][CH2:22][C:23]([F:26])([F:25])[F:24])=[O:13].C(=O)([O-])[O-].[K+].[K+].O. (7) The reactants are: C(O[CH:4]=[C:5]([C:11]([O:13][CH2:14][CH3:15])=[O:12])[C:6]([O:8]CC)=O)C.[CH2:16]([N:19]([S:33]([CH2:36][C:37]1[CH:42]=[CH:41][CH:40]=[CH:39][CH:38]=1)(=[O:35])=[O:34])[C:20]([CH:22]1[CH2:27][CH2:26][N:25]([C:28](=[NH:32])[CH2:29][C:30]#[N:31])[CH2:24][CH2:23]1)=[O:21])[CH:17]=[CH2:18]. Given the product [CH2:14]([O:13][C:11]([C:5]1[C:6](=[O:8])[NH:32][C:28]([N:25]2[CH2:26][CH2:27][CH:22]([C:20](=[O:21])[N:19]([CH2:16][CH:17]=[CH2:18])[S:33]([CH2:36][C:37]3[CH:42]=[CH:41][CH:40]=[CH:39][CH:38]=3)(=[O:34])=[O:35])[CH2:23][CH2:24]2)=[C:29]([C:30]#[N:31])[CH:4]=1)=[O:12])[CH3:15], predict the reactants needed to synthesize it.